This data is from Peptide-MHC class I binding affinity with 185,985 pairs from IEDB/IMGT. The task is: Regression. Given a peptide amino acid sequence and an MHC pseudo amino acid sequence, predict their binding affinity value. This is MHC class I binding data. (1) The peptide sequence is FPNITLKII. The MHC is HLA-B35:01 with pseudo-sequence HLA-B35:01. The binding affinity (normalized) is 0.454. (2) The peptide sequence is FFNVEIPEF. The MHC is HLA-A23:01 with pseudo-sequence HLA-A23:01. The binding affinity (normalized) is 0.213. (3) The peptide sequence is DYVPTNKWV. The MHC is HLA-A30:01 with pseudo-sequence HLA-A30:01. The binding affinity (normalized) is 0.0847.